This data is from Reaction yield outcomes from USPTO patents with 853,638 reactions. The task is: Predict the reaction yield, written as a fraction of the theoretical maximum amount of product (1.0 means a 100% yield; for example, 0.34 means a 34% yield). (1) The yield is 0.490. No catalyst specified. The product is [N+:30]([C:33]1[CH:39]=[CH:38][C:36]([NH:37][C:11]2([C:27]#[N:28])[CH2:12][CH2:13][N:8]([C:7]3[CH:6]=[CH:5][C:4]([N:16]4[CH2:20][C@H:19]([CH2:21][NH:22][C:23](=[O:25])[CH3:24])[O:18][C:17]4=[O:26])=[CH:3][C:2]=3[F:1])[CH2:9][CH:10]2[CH3:15])=[CH:35][CH:34]=1)([O-:32])=[O:31]. The reactants are [F:1][C:2]1[CH:3]=[C:4]([N:16]2[CH2:20][C@H:19]([CH2:21][NH:22][C:23](=[O:25])[CH3:24])[O:18][C:17]2=[O:26])[CH:5]=[CH:6][C:7]=1[N:8]1[CH2:13][CH2:12][C:11](=O)[CH:10]([CH3:15])[CH2:9]1.[C-:27]#[N:28].[Na+].[N+:30]([C:33]1[CH:39]=[CH:38][C:36]([NH2:37])=[CH:35][CH:34]=1)([O-:32])=[O:31]. (2) The reactants are C[O:2][C:3]1[CH:4]=[CH:5][C:6]([CH3:16])=[C:7]([NH:9][S:10]([CH2:13][CH2:14][CH3:15])(=[O:12])=[O:11])[CH:8]=1.B(Br)(Br)Br. The catalyst is C(Cl)Cl. The product is [OH:2][C:3]1[CH:4]=[CH:5][C:6]([CH3:16])=[C:7]([NH:9][S:10]([CH2:13][CH2:14][CH3:15])(=[O:12])=[O:11])[CH:8]=1. The yield is 0.540.